Dataset: Catalyst prediction with 721,799 reactions and 888 catalyst types from USPTO. Task: Predict which catalyst facilitates the given reaction. (1) Reactant: [C:1]1([C:7]2[C:16]([N:17]3[CH2:22][CH2:21][CH:20]([C:23]4[CH:28]=[CH:27][C:26]([C:29]([F:32])([F:31])[F:30])=[CH:25][CH:24]=4)[CH2:19][CH2:18]3)=[N:15][C:14]3[C:9](=[CH:10][CH:11]=[C:12]([C:33]([O:35]C)=[O:34])[CH:13]=3)[N:8]=2)[CH:6]=[CH:5][CH:4]=[CH:3][CH:2]=1.[OH-].[Na+]. The catalyst class is: 5. Product: [C:1]1([C:7]2[C:16]([N:17]3[CH2:22][CH2:21][CH:20]([C:23]4[CH:24]=[CH:25][C:26]([C:29]([F:32])([F:30])[F:31])=[CH:27][CH:28]=4)[CH2:19][CH2:18]3)=[N:15][C:14]3[C:9](=[CH:10][CH:11]=[C:12]([C:33]([OH:35])=[O:34])[CH:13]=3)[N:8]=2)[CH:6]=[CH:5][CH:4]=[CH:3][CH:2]=1. (2) Reactant: [CH3:1][C:2]1[O:6][C:5]([C:7]2[CH:12]=[CH:11][CH:10]=[CH:9][CH:8]=2)=[N:4][C:3]=1[CH2:13][O:14][C:15]1[CH:35]=[CH:34][C:18]([O:19][CH2:20][C:21]2[O:25][C:24]([C:26]3[CH:31]=[CH:30][CH:29]=[CH:28][CH:27]=3)=[N:23][C:22]=2[CH:32]=O)=[CH:17][CH:16]=1.C(OP([CH2:44][C:45]([O:47][CH2:48][CH3:49])=[O:46])(OCC)=O)C.CN(C)C=O.[H-].[Na+]. Product: [CH3:1][C:2]1[O:6][C:5]([C:7]2[CH:8]=[CH:9][CH:10]=[CH:11][CH:12]=2)=[N:4][C:3]=1[CH2:13][O:14][C:15]1[CH:35]=[CH:34][C:18]([O:19][CH2:20][C:21]2[O:25][C:24]([C:26]3[CH:27]=[CH:28][CH:29]=[CH:30][CH:31]=3)=[N:23][C:22]=2/[CH:32]=[CH:44]/[C:45]([O:47][CH2:48][CH3:49])=[O:46])=[CH:17][CH:16]=1. The catalyst class is: 6.